From a dataset of Reaction yield outcomes from USPTO patents with 853,638 reactions. Predict the reaction yield, written as a fraction of the theoretical maximum amount of product (1.0 means a 100% yield; for example, 0.34 means a 34% yield). (1) The reactants are [Si](O[O:9][CH2:10][C@H:11]1[O:15][C@@H:14]([N:16]2[CH:23]=[C:22]([CH2:24][C:25]#[C:26][CH2:27][O:28][CH2:29][CH2:30][NH:31][C:32](=[O:37])[C:33]([F:36])([F:35])[F:34])[C:20](=[O:21])[NH:19][C:17]2=[O:18])[CH2:13][CH2:12]1)(C(C)(C)C)(C)C.[F-].C([N+](CCCC)(CCCC)CCCC)CCC. The catalyst is C1COCC1. The product is [F:35][C:33]([F:34])([F:36])[C:32]([NH:31][CH2:30][CH2:29][O:28][CH2:27][C:26]#[C:25][CH2:24][C:22]1[C:20](=[O:21])[NH:19][C:17](=[O:18])[N:16]([CH:23]=1)[C@@H:14]1[O:15][C@H:11]([CH2:10][OH:9])[CH2:12][CH2:13]1)=[O:37]. The yield is 0.430. (2) The reactants are [NH2:1][C@H:2]1[CH2:6][CH2:5][N:4]([CH:7]2[CH2:12][CH2:11][N:10]([C:13]3[S:17][N:16]=[C:15]([CH:18]([CH3:20])[CH3:19])[N:14]=3)[CH2:9][CH2:8]2)[C:3]1=[O:21].CC1(C)C2C(=C(P(C3C=CC=CC=3)C3C=CC=CC=3)C=CC=2)OC2C(P(C3C=CC=CC=3)C3C=CC=CC=3)=CC=CC1=2.Br[C:65]1[CH:70]=[CH:69][C:68]([Br:71])=[CH:67][N:66]=1.CC([O-])(C)C.[Na+]. The catalyst is C1(C)C=CC=CC=1.C1C=CC(/C=C/C(/C=C/C2C=CC=CC=2)=O)=CC=1.C1C=CC(/C=C/C(/C=C/C2C=CC=CC=2)=O)=CC=1.C1C=CC(/C=C/C(/C=C/C2C=CC=CC=2)=O)=CC=1.[Pd].[Pd]. The product is [Br:71][C:68]1[CH:69]=[CH:70][C:65]([NH:1][C@H:2]2[CH2:6][CH2:5][N:4]([CH:7]3[CH2:8][CH2:9][N:10]([C:13]4[S:17][N:16]=[C:15]([CH:18]([CH3:19])[CH3:20])[N:14]=4)[CH2:11][CH2:12]3)[C:3]2=[O:21])=[N:66][CH:67]=1. The yield is 0.260.